Dataset: Reaction yield outcomes from USPTO patents with 853,638 reactions. Task: Predict the reaction yield, written as a fraction of the theoretical maximum amount of product (1.0 means a 100% yield; for example, 0.34 means a 34% yield). (1) The reactants are [CH2:1]([C@@H:3]([C:10]1[CH:15]=[CH:14][CH:13]=[C:12]([O:16]CC2C=CC=CC=2)[CH:11]=1)[C@@H:4]([CH3:9])[CH2:5][N:6]([CH3:8])[CH3:7])[CH3:2].[ClH:24]. The catalyst is CO.[Pd]. The product is [ClH:24].[CH3:8][N:6]([CH3:7])[CH2:5][C@H:4]([CH3:9])[C@H:3]([C:10]1[CH:11]=[C:12]([OH:16])[CH:13]=[CH:14][CH:15]=1)[CH2:1][CH3:2]. The yield is 0.900. (2) The reactants are [Br:1][C:2]1[CH:7]=[N:6][C:5]([O:8]C)=[C:4]2[N:10]([S:13]([C:16]3[CH:22]=[CH:21][C:19]([CH3:20])=[CH:18][CH:17]=3)(=[O:15])=[O:14])[CH:11]=[CH:12][C:3]=12.Cl. The catalyst is O1CCOCC1. The product is [Br:1][C:2]1[C:3]2[CH:12]=[CH:11][N:10]([S:13]([C:16]3[CH:22]=[CH:21][C:19]([CH3:20])=[CH:18][CH:17]=3)(=[O:15])=[O:14])[C:4]=2[C:5](=[O:8])[NH:6][CH:7]=1. The yield is 0.940. (3) The reactants are [Br:1][C:2]1[C:3]2[N:4]([N:9]=[CH:10][N:11]=2)[CH:5]=[C:6](I)[CH:7]=1.CC1(C)C(C)(C)OB([C:20]2[CH:21]=[C:22]([CH:27]=[CH:28][CH:29]=2)[C:23]([O:25][CH3:26])=[O:24])O1.C(=O)([O-])[O-].[Na+].[Na+]. The catalyst is O.O1CCOCC1.C1C=CC([P]([Pd]([P](C2C=CC=CC=2)(C2C=CC=CC=2)C2C=CC=CC=2)([P](C2C=CC=CC=2)(C2C=CC=CC=2)C2C=CC=CC=2)[P](C2C=CC=CC=2)(C2C=CC=CC=2)C2C=CC=CC=2)(C2C=CC=CC=2)C2C=CC=CC=2)=CC=1. The product is [Br:1][C:2]1[C:3]2[N:4]([N:9]=[CH:10][N:11]=2)[CH:5]=[C:6]([C:20]2[CH:21]=[C:22]([CH:27]=[CH:28][CH:29]=2)[C:23]([O:25][CH3:26])=[O:24])[CH:7]=1. The yield is 0.660.